Dataset: Catalyst prediction with 721,799 reactions and 888 catalyst types from USPTO. Task: Predict which catalyst facilitates the given reaction. (1) Reactant: CO[C:3]1[C:8]([C:9]#[N:10])=[C:7]([CH3:11])[N:6]=[CH:5][CH:4]=1.P(Cl)(Cl)(Cl)(Cl)[Cl:13]. Product: [Cl:13][C:3]1[C:8]([C:9]#[N:10])=[C:7]([CH3:11])[N:6]=[CH:5][CH:4]=1. The catalyst class is: 286. (2) Reactant: [CH2:1]([O:3][CH:4]([O:18][CH2:19][CH3:20])[CH2:5][N:6]1[C:10]([NH2:11])=[CH:9][C:8]([C:12]2[CH:13]=[N:14][CH:15]=[CH:16][CH:17]=2)=[N:7]1)[CH3:2].Br[C:22]1[CH:27]=[C:26]([N+:28]([O-:30])=[O:29])[CH:25]=[CH:24][C:23]=1[CH3:31].CC1(C)C2C(=C(P(C3C=CC=CC=3)C3C=CC=CC=3)C=CC=2)OC2C(P(C3C=CC=CC=3)C3C=CC=CC=3)=CC=CC1=2.C(=O)([O-])[O-].[Cs+].[Cs+]. Product: [CH2:1]([O:3][CH:4]([O:18][CH2:19][CH3:20])[CH2:5][N:6]1[C:10]([NH:11][C:22]2[CH:27]=[C:26]([N+:28]([O-:30])=[O:29])[CH:25]=[CH:24][C:23]=2[CH3:31])=[CH:9][C:8]([C:12]2[CH:13]=[N:14][CH:15]=[CH:16][CH:17]=2)=[N:7]1)[CH3:2]. The catalyst class is: 160. (3) Reactant: [CH2:1]([N:8]1[CH2:13][CH2:12][CH2:11][CH:10]([NH:14][C@@H:15]2[CH2:20][CH2:19][CH2:18][CH2:17][C@H:16]2[NH2:21])[CH2:9]1)[C:2]1[CH:7]=[CH:6][CH:5]=[CH:4][CH:3]=1.[N:22]([C:25]1[CH:30]=[CH:29][CH:28]=[CH:27][CH:26]=1)=[C:23]=[O:24].CCN(CC)CC. Product: [CH2:1]([N:8]1[CH2:13][CH2:12][CH2:11][CH:10]([NH:14][C@@H:15]2[CH2:20][CH2:19][CH2:18][CH2:17][C@H:16]2[NH:21][C:23]([NH:22][C:25]2[CH:30]=[CH:29][CH:28]=[CH:27][CH:26]=2)=[O:24])[CH2:9]1)[C:2]1[CH:3]=[CH:4][CH:5]=[CH:6][CH:7]=1. The catalyst class is: 1. (4) Reactant: N#N.[CH3:3][O:4][C:5](=[O:24])[CH:6]([NH:9][C:10](=[O:23])[CH2:11][C:12]1[S:13][C:14]([C:17]2([CH3:22])[O:21][CH2:20][CH2:19][O:18]2)=[CH:15][CH:16]=1)[CH2:7]O.[OH-].COC(NS([N+](CC)(CC)CC)(=O)=O)=O. Product: [CH3:3][O:4][C:5]([CH:6]1[CH2:7][O:23][C:10]([CH2:11][C:12]2[S:13][C:14]([C:17]3([CH3:22])[O:21][CH2:20][CH2:19][O:18]3)=[CH:15][CH:16]=2)=[N:9]1)=[O:24]. The catalyst class is: 1.